The task is: Predict the product of the given reaction.. This data is from Forward reaction prediction with 1.9M reactions from USPTO patents (1976-2016). (1) The product is: [NH2:1][C:4]1[C:11]([NH:12][C:13]2[CH:18]=[CH:17][CH:16]=[CH:15][CH:14]=2)=[CH:10][CH:9]=[CH:8][C:5]=1[C:6]#[N:7]. Given the reactants [N+:1]([C:4]1[C:11]([NH:12][C:13]2[CH:18]=[CH:17][CH:16]=[CH:15][CH:14]=2)=[CH:10][CH:9]=[CH:8][C:5]=1[C:6]#[N:7])([O-])=O.S(S([O-])=O)([O-])=O.[Na+].[Na+], predict the reaction product. (2) The product is: [Cl:33][C:31]1[CH:30]=[C:29]([S:34]([N:20]2[CH2:21][CH2:22][CH:17]([N:15]3[C:14](=[O:23])[C:13]([CH3:25])([CH3:24])[C:12]([C:6]4[CH:7]=[CH:8][C:9]([O:10][CH3:11])=[C:4]([O:3][CH3:2])[CH:5]=4)=[N:16]3)[CH2:18][CH2:19]2)(=[O:35])=[O:36])[CH:28]=[C:27]([Cl:26])[CH:32]=1. Given the reactants Cl.[CH3:2][O:3][C:4]1[CH:5]=[C:6]([C:12]2[C:13]([CH3:25])([CH3:24])[C:14](=[O:23])[N:15]([CH:17]3[CH2:22][CH2:21][NH:20][CH2:19][CH2:18]3)[N:16]=2)[CH:7]=[CH:8][C:9]=1[O:10][CH3:11].[Cl:26][C:27]1[CH:28]=[C:29]([S:34](Cl)(=[O:36])=[O:35])[CH:30]=[C:31]([Cl:33])[CH:32]=1, predict the reaction product.